This data is from Full USPTO retrosynthesis dataset with 1.9M reactions from patents (1976-2016). The task is: Predict the reactants needed to synthesize the given product. (1) Given the product [CH3:1][O:2][C:3]1[CH:12]=[CH:11][C:10]2[C:5](=[CH:6][CH:7]=[C:8]([C:13](=[O:17])/[CH:14]=[CH:15]/[CH3:16])[CH:9]=2)[CH:4]=1, predict the reactants needed to synthesize it. The reactants are: [CH3:1][O:2][C:3]1[CH:12]=[CH:11][C:10]2[C:5](=[CH:6][CH:7]=[CH:8][CH:9]=2)[CH:4]=1.[C:13](Cl)(=[O:17])/[CH:14]=[CH:15]/[CH3:16].[Cl-].[Al+3].[Cl-].[Cl-]. (2) The reactants are: Cl.Cl.[NH2:3][CH2:4][CH2:5][CH2:6][CH2:7][CH2:8][CH2:9][CH2:10][CH2:11][CH2:12][N:13]1[CH2:18][CH2:17][CH:16]([O:19][C:20](=[O:34])[NH:21][C:22]2[CH:27]=[CH:26][CH:25]=[CH:24][C:23]=2[C:28]2[CH:33]=[CH:32][CH:31]=[CH:30][CH:29]=2)[CH2:15][CH2:14]1.[F:35][C:36]1[CH:44]=[CH:43][C:39]([C:40](O)=[O:41])=[CH:38][C:37]=1[OH:45].C(=O)([O-])O.[Na+]. Given the product [F:35][C:36]1[CH:44]=[CH:43][C:39]([C:40]([NH:3][CH2:4][CH2:5][CH2:6][CH2:7][CH2:8][CH2:9][CH2:10][CH2:11][CH2:12][N:13]2[CH2:18][CH2:17][CH:16]([O:19][C:20](=[O:34])[NH:21][C:22]3[CH:27]=[CH:26][CH:25]=[CH:24][C:23]=3[C:28]3[CH:33]=[CH:32][CH:31]=[CH:30][CH:29]=3)[CH2:15][CH2:14]2)=[O:41])=[CH:38][C:37]=1[OH:45], predict the reactants needed to synthesize it. (3) Given the product [C:1]([NH:4][C@H:5]([C:8]([O-:10])=[O:9])[CH2:6][SH:7])(=[O:3])[CH3:2].[Na+:12], predict the reactants needed to synthesize it. The reactants are: [C:1]([NH:4][C@H:5]([C:8]([OH:10])=[O:9])[CH2:6][SH:7])(=[O:3])[CH3:2].[OH-].[Na+:12].